This data is from Catalyst prediction with 721,799 reactions and 888 catalyst types from USPTO. The task is: Predict which catalyst facilitates the given reaction. (1) Reactant: C(N(CC)CC)C.[CH2:8]([OH:11])[CH2:9][OH:10].[C:12](Cl)(=[O:17])[C:13]([CH3:16])([CH3:15])[CH3:14]. Product: [C:12]([O:10][CH2:9][CH2:8][OH:11])(=[O:17])[C:13]([CH3:16])([CH3:15])[CH3:14]. The catalyst class is: 6. (2) Reactant: C(O)(C(F)(F)F)=O.[Br:8][C:9]1[CH:18]=[N:17][C:16]2[N:15]=[C:14]([N:19]3[CH2:22][CH:21]([N:23](C)[C:24](=O)OC(C)(C)C)[CH2:20]3)[N:13]3[N:32]=[C:33]([CH3:35])[CH:34]=[C:12]3[C:11]=2[CH:10]=1. Product: [Br:8][C:9]1[CH:18]=[N:17][C:16]2[N:15]=[C:14]([N:19]3[CH2:20][CH:21]([NH:23][CH3:24])[CH2:22]3)[N:13]3[N:32]=[C:33]([CH3:35])[CH:34]=[C:12]3[C:11]=2[CH:10]=1. The catalyst class is: 2.